This data is from Reaction yield outcomes from USPTO patents with 853,638 reactions. The task is: Predict the reaction yield, written as a fraction of the theoretical maximum amount of product (1.0 means a 100% yield; for example, 0.34 means a 34% yield). (1) The catalyst is C(#N)C. The yield is 0.680. The product is [Cl:11][C:12]1[N:13]=[CH:14][C:15]([CH2:18][NH:9][CH2:8][CH2:7][NH2:10])=[CH:16][CH:17]=1. The reactants are C(=O)([O-])[O-].[K+].[K+].[CH2:7]([NH2:10])[CH2:8][NH2:9].[Cl:11][C:12]1[CH:17]=[CH:16][C:15]([CH2:18]Cl)=[CH:14][N:13]=1. (2) The reactants are [F:1][C:2]1[C:3]([N+:16]([O-])=O)=[CH:4][C:5]([N+:13]([O-])=O)=[C:6](/[CH:8]=[CH:9]/N(C)C)[CH:7]=1. The catalyst is [Ni].CCO. The product is [F:1][C:2]1[CH:7]=[C:6]2[C:5](=[CH:4][C:3]=1[NH2:16])[NH:13][CH:9]=[CH:8]2. The yield is 0.160. (3) The reactants are [F:1][CH2:2][C@@H:3]([O:6][CH2:7][C:8]([C:11]1[CH:16]=[CH:15][CH:14]=[CH:13][C:12]=1[F:17])=[N:9][OH:10])[CH:4]=[CH2:5].C1(C=CC(O)=CC=1)O. No catalyst specified. The product is [F:1][CH2:2][C@@H:3]1[C@@H:4]2[C@@:8]([C:11]3[CH:16]=[CH:15][CH:14]=[CH:13][C:12]=3[F:17])([NH:9][O:10][CH2:5]2)[CH2:7][O:6]1. The yield is 0.750. (4) The reactants are [O:1]1[C:10]2[C:5](=[CH:6][CH:7]=[CH:8][CH:9]=2)[CH:4]=[CH:3][CH2:2]1. The catalyst is [Pd].C(O)(=O)C. The product is [O:1]1[C:10]2[C:5](=[CH:6][CH:7]=[CH:8][CH:9]=2)[CH2:4][CH2:3][CH2:2]1. The yield is 0.980. (5) The reactants are [Cl:1][C:2]1[N:7]=[C:6]([F:8])[C:5]([OH:9])=[CH:4][CH:3]=1.[C:10]([O-:13])([O-])=O.[K+].[K+].[CH3:16]C(C)=O. No catalyst specified. The product is [Cl:1][C:2]1[N:7]=[C:6]([F:8])[C:5]([O:9][CH2:16][O:13][CH3:10])=[CH:4][CH:3]=1. The yield is 0.800. (6) The reactants are [F:1][C:2]([F:13])([F:12])[C:3]1[CH:11]=[CH:10][CH:9]=[CH:8][C:4]=1[C:5](Cl)=O.[F:14][C:15]1[CH:16]=[CH:17][C:18]([OH:24])=[C:19]([C:21](=O)[CH3:22])[CH:20]=1.[OH-].[K+].Cl.O.[NH2:29][NH2:30]. The catalyst is N1C=CC=CC=1.O.C(OCC)(=O)C. The product is [F:14][C:15]1[CH:16]=[CH:17][C:18]([OH:24])=[C:19]([C:21]2[CH:22]=[C:5]([C:4]3[CH:8]=[CH:9][CH:10]=[CH:11][C:3]=3[C:2]([F:13])([F:12])[F:1])[NH:30][N:29]=2)[CH:20]=1. The yield is 0.300. (7) The reactants are Cl[C:2]1[N:3]=[C:4]([C:12]2[CH:17]=[CH:16][CH:15]=[CH:14][CH:13]=2)[C:5]2[CH:11]=[CH:10][CH:9]=[N:8][C:6]=2[N:7]=1.[NH2:18][C:19]1[CH:27]=[CH:26][C:22]([C:23]([OH:25])=O)=[CH:21][CH:20]=1.CCN(C(C)C)C(C)C.[CH3:37][C:38]1[CH:44]=[CH:43][CH:42]=[C:41]([CH3:45])[C:39]=1[NH2:40].CN(C(ON1N=NC2C=CC=NC1=2)=[N+](C)C)C.F[P-](F)(F)(F)(F)F. The catalyst is CN(C=O)C.C(O)CCC. The product is [CH3:37][C:38]1[CH:44]=[CH:43][CH:42]=[C:41]([CH3:45])[C:39]=1[NH:40][C:23](=[O:25])[C:22]1[CH:21]=[CH:20][C:19]([NH:18][C:2]2[N:3]=[C:4]([C:12]3[CH:17]=[CH:16][CH:15]=[CH:14][CH:13]=3)[C:5]3[CH:11]=[CH:10][CH:9]=[N:8][C:6]=3[N:7]=2)=[CH:27][CH:26]=1. The yield is 0.180. (8) The reactants are [CH3:1][O:2][C:3](=[O:21])[C:4]1[CH:9]=[C:8]([C:10](=O)[CH3:11])[C:7]([C:13]([F:16])([F:15])[F:14])=[CH:6][C:5]=1[NH:17][C:18](=[O:20])[CH3:19].[CH2:22]([O:24][C:25](=[O:28])[NH:26][NH2:27])[CH3:23].CC1C=CC(S(N)(=O)=O)=CC=1. The catalyst is C1(C)C=CC=CC=1. The product is [CH3:1][O:2][C:3](=[O:21])[C:4]1[CH:9]=[C:8]([C:10](=[N:27][NH:26][C:25]([O:24][CH2:22][CH3:23])=[O:28])[CH3:11])[C:7]([C:13]([F:16])([F:15])[F:14])=[CH:6][C:5]=1[NH:17][C:18](=[O:20])[CH3:19]. The yield is 0.400. (9) The reactants are [C:1]([C:3]1[CH:8]=[CH:7][C:6]([NH:9][CH:10]2[CH2:15][CH2:14][CH:13]([O:16][CH2:17][C:18]([OH:20])=O)[CH2:12][CH2:11]2)=[CH:5][C:4]=1[C:21]([F:24])([F:23])[F:22])#[N:2].CCN=C=NCCCN(C)C.Cl.C1C=CC2N(O)N=NC=2C=1.C(N(CC)CC)C.[F:54][C:55]([F:73])([F:72])[C:56]1[CH:57]=[CH:58][C:59]2[O:63][CH:62]([CH2:64][N:65]3[CH2:70][CH2:69][NH:68][CH2:67][CH2:66]3)[CH2:61][C:60]=2[CH:71]=1. The catalyst is ClCCl. The product is [O:20]=[C:18]([N:68]1[CH2:69][CH2:70][N:65]([CH2:64][CH:62]2[CH2:61][C:60]3[CH:71]=[C:56]([C:55]([F:73])([F:54])[F:72])[CH:57]=[CH:58][C:59]=3[O:63]2)[CH2:66][CH2:67]1)[CH2:17][O:16][CH:13]1[CH2:12][CH2:11][CH:10]([NH:9][C:6]2[CH:7]=[CH:8][C:3]([C:1]#[N:2])=[C:4]([C:21]([F:23])([F:22])[F:24])[CH:5]=2)[CH2:15][CH2:14]1. The yield is 0.430. (10) The reactants are Br[C:2]1[CH:24]=[C:23]([F:25])[CH:22]=[CH:21][C:3]=1[O:4][CH2:5][C:6]([N:8]([CH:18]([CH3:20])[CH3:19])[NH:9][C:10](=[O:17])[C:11]1[CH:16]=[CH:15][CH:14]=[CH:13][CH:12]=1)=[O:7].C([O-])([O-])=O.[Na+].[Na+].[CH:32]([C:35]1[CH:40]=[CH:39][CH:38]=[CH:37][C:36]=1B(O)O)([CH3:34])[CH3:33]. The catalyst is COCCOC. The product is [F:25][C:23]1[CH:22]=[CH:21][C:3]([O:4][CH2:5][C:6]([N:8]([CH:18]([CH3:20])[CH3:19])[NH:9][C:10](=[O:17])[C:11]2[CH:16]=[CH:15][CH:14]=[CH:13][CH:12]=2)=[O:7])=[C:2]([C:36]2[CH:37]=[CH:38][CH:39]=[CH:40][C:35]=2[CH:32]([CH3:34])[CH3:33])[CH:24]=1. The yield is 0.550.